This data is from Catalyst prediction with 721,799 reactions and 888 catalyst types from USPTO. The task is: Predict which catalyst facilitates the given reaction. Reactant: [N+](C1C=CC(COC([N:12]2[CH2:16][CH2:15][C@@H:14]([NH:17][C:18]([C:20]3[N:21]=[C:22]([N:25]4[CH2:28][CH:27]([S:29][C:30]5[C@H:31]([CH3:54])[C@@H:32]6[C@@H:49]([C@H:50]([OH:52])[CH3:51])[C:48](=[O:53])[N:33]6[C:34]=5[C:35]([O:37]CC5C=CC([N+]([O-])=O)=CC=5)=[O:36])[CH2:26]4)[S:23][CH:24]=3)=[O:19])[CH2:13]2)=O)=CC=1)([O-])=O. Product: [NH:12]1[CH2:16][CH2:15][C@@H:14]([NH:17][C:18]([C:20]2[N:21]=[C:22]([N:25]3[CH2:28][CH:27]([S:29][C:30]4[C@H:31]([CH3:54])[C@@H:32]5[C@@H:49]([C@H:50]([OH:52])[CH3:51])[C:48](=[O:53])[N:33]5[C:34]=4[C:35]([OH:37])=[O:36])[CH2:26]3)[S:23][CH:24]=2)=[O:19])[CH2:13]1. The catalyst class is: 7.